This data is from Forward reaction prediction with 1.9M reactions from USPTO patents (1976-2016). The task is: Predict the product of the given reaction. (1) Given the reactants [CH:1]([Mg]Cl)([CH3:3])[CH3:2].[C:6]1(=[O:11])[CH2:10][CH2:9][CH2:8][CH2:7]1, predict the reaction product. The product is: [CH:1]([C:6]1([OH:11])[CH2:10][CH2:9][CH2:8][CH2:7]1)([CH3:3])[CH3:2]. (2) Given the reactants [CH2:1]([C@@:4]1([CH3:30])[CH2:9][C@H:8]([C:10]2[CH:15]=[CH:14][CH:13]=[C:12]([Cl:16])[CH:11]=2)[C@@H:7]([C:17]2[CH:22]=[CH:21][C:20]([Cl:23])=[CH:19][CH:18]=2)[N:6]([C@@H:24]([CH2:27][CH3:28])[CH2:25]O)[C:5]1=[O:29])[CH:2]=[CH2:3].C(C=P(CCCC)(CCCC)CCCC)#N.[C:47]1([SH:53])[CH:52]=[CH:51][CH:50]=[CH:49][CH:48]=1, predict the reaction product. The product is: [CH2:1]([C@@:4]1([CH3:30])[CH2:9][C@H:8]([C:10]2[CH:15]=[CH:14][CH:13]=[C:12]([Cl:16])[CH:11]=2)[C@@H:7]([C:17]2[CH:18]=[CH:19][C:20]([Cl:23])=[CH:21][CH:22]=2)[N:6]([C@@H:24]([CH2:27][CH3:28])[CH2:25][S:53][C:47]2[CH:52]=[CH:51][CH:50]=[CH:49][CH:48]=2)[C:5]1=[O:29])[CH:2]=[CH2:3]. (3) Given the reactants [NH2:1][C@@:2]([C:11]1[C:16]([F:17])=[CH:15][CH:14]=[C:13]([Br:18])[N:12]=1)([CH3:10])[CH2:3][C@H:4]([OH:9])[C:5]([F:8])([F:7])[F:6].Br[C:20]#[N:21], predict the reaction product. The product is: [Br:18][C:13]1[N:12]=[C:11]([C@:2]2([CH3:10])[CH2:3][C@@H:4]([C:5]([F:6])([F:7])[F:8])[O:9][C:20]([NH2:21])=[N:1]2)[C:16]([F:17])=[CH:15][CH:14]=1. (4) Given the reactants [CH3:1][C:2]1[CH:11]=[CH:10][C:9]2[C:4](=[C:5](Br)[CH:6]=[C:7]([F:14])[C:8]=2[O:12][CH3:13])[N:3]=1, predict the reaction product. The product is: [F:14][C:7]1[C:8]([O:12][CH3:13])=[C:9]2[C:4](=[CH:5][CH:6]=1)[N:3]=[C:2]([CH3:1])[CH:11]=[CH:10]2. (5) Given the reactants [CH2:1]([O:3][C:4](=[O:22])[C:5]([O:8][C:9]1[CH:14]=[CH:13][C:12]([O:15][CH:16]([C:18]([OH:20])=O)[CH3:17])=[CH:11][C:10]=1[CH3:21])([CH3:7])[CH3:6])[CH3:2].[CH3:23][C:24]1[C:29]([NH2:30])=[CH:28][CH:27]=[C:26]([C:31]2[CH:36]=[CH:35][C:34]([C:37]([F:40])([F:39])[F:38])=[CH:33][CH:32]=2)[N:25]=1, predict the reaction product. The product is: [CH2:1]([O:3][C:4](=[O:22])[C:5]([CH3:6])([O:8][C:9]1[CH:14]=[CH:13][C:12]([O:15][CH:16]([C:18](=[O:20])[NH:30][C:29]2[C:24]([CH3:23])=[N:25][C:26]([C:31]3[CH:32]=[CH:33][C:34]([C:37]([F:40])([F:38])[F:39])=[CH:35][CH:36]=3)=[CH:27][CH:28]=2)[CH3:17])=[CH:11][C:10]=1[CH3:21])[CH3:7])[CH3:2]. (6) Given the reactants [CH2:1]([NH:3][CH2:4][C:5]1[CH:10]=[CH:9][C:8]([C:11]([F:14])([F:13])[F:12])=[CH:7][CH:6]=1)[CH3:2].[CH2:15]([O:17][C@H:18]([C:31]([O:33][CH2:34][CH3:35])=[O:32])[CH2:19][C:20]1[CH:30]=[CH:29][C:23]([O:24][CH2:25][C:26]([OH:28])=O)=[CH:22][CH:21]=1)[CH3:16].C(N(CC)C(C)C)(C)C.F[B-](F)(F)F.N1(OC(N(C)C)=[N+](C)C)C2C=CC=CC=2N=N1, predict the reaction product. The product is: [CH2:15]([O:17][C@@H:18]([CH2:19][C:20]1[CH:21]=[CH:22][C:23]([O:24][CH2:25][C:26]([N:3]([CH2:1][CH3:2])[CH2:4][C:5]2[CH:6]=[CH:7][C:8]([C:11]([F:12])([F:13])[F:14])=[CH:9][CH:10]=2)=[O:28])=[CH:29][CH:30]=1)[C:31]([O:33][CH2:34][CH3:35])=[O:32])[CH3:16].